From a dataset of NCI-60 drug combinations with 297,098 pairs across 59 cell lines. Regression. Given two drug SMILES strings and cell line genomic features, predict the synergy score measuring deviation from expected non-interaction effect. (1) Drug 1: CCN(CC)CCCC(C)NC1=C2C=C(C=CC2=NC3=C1C=CC(=C3)Cl)OC. Drug 2: B(C(CC(C)C)NC(=O)C(CC1=CC=CC=C1)NC(=O)C2=NC=CN=C2)(O)O. Cell line: NCI/ADR-RES. Synergy scores: CSS=33.8, Synergy_ZIP=-14.5, Synergy_Bliss=-13.3, Synergy_Loewe=-10.8, Synergy_HSA=-9.63. (2) Drug 1: CC1=CC2C(CCC3(C2CCC3(C(=O)C)OC(=O)C)C)C4(C1=CC(=O)CC4)C. Drug 2: CN(CC1=CN=C2C(=N1)C(=NC(=N2)N)N)C3=CC=C(C=C3)C(=O)NC(CCC(=O)O)C(=O)O. Cell line: RPMI-8226. Synergy scores: CSS=34.9, Synergy_ZIP=-0.935, Synergy_Bliss=1.63, Synergy_Loewe=-25.6, Synergy_HSA=-1.07. (3) Drug 1: CC1OCC2C(O1)C(C(C(O2)OC3C4COC(=O)C4C(C5=CC6=C(C=C35)OCO6)C7=CC(=C(C(=C7)OC)O)OC)O)O. Drug 2: CC1=CC=C(C=C1)C2=CC(=NN2C3=CC=C(C=C3)S(=O)(=O)N)C(F)(F)F. Cell line: HT29. Synergy scores: CSS=23.5, Synergy_ZIP=-3.41, Synergy_Bliss=4.89, Synergy_Loewe=0.300, Synergy_HSA=4.55. (4) Drug 1: CC(C1=C(C=CC(=C1Cl)F)Cl)OC2=C(N=CC(=C2)C3=CN(N=C3)C4CCNCC4)N. Drug 2: CCCS(=O)(=O)NC1=C(C(=C(C=C1)F)C(=O)C2=CNC3=C2C=C(C=N3)C4=CC=C(C=C4)Cl)F. Cell line: NCIH23. Synergy scores: CSS=9.91, Synergy_ZIP=-1.30, Synergy_Bliss=-2.16, Synergy_Loewe=-20.1, Synergy_HSA=-8.01. (5) Drug 2: CCCCC(=O)OCC(=O)C1(CC(C2=C(C1)C(=C3C(=C2O)C(=O)C4=C(C3=O)C=CC=C4OC)O)OC5CC(C(C(O5)C)O)NC(=O)C(F)(F)F)O. Drug 1: C1=CC(=CC=C1CCC2=CNC3=C2C(=O)NC(=N3)N)C(=O)NC(CCC(=O)O)C(=O)O. Cell line: UO-31. Synergy scores: CSS=15.2, Synergy_ZIP=-12.9, Synergy_Bliss=-10.8, Synergy_Loewe=-9.08, Synergy_HSA=-7.54.